This data is from Forward reaction prediction with 1.9M reactions from USPTO patents (1976-2016). The task is: Predict the product of the given reaction. (1) Given the reactants [Cl:1][C:2]1[C:3](=[O:25])[N:4]([CH3:24])[CH:5]=[C:6]([C:8]([OH:23])([C:19]([F:22])([F:21])[F:20])[CH:9]([C:11]2[CH:16]=[CH:15][C:14]([OH:17])=[CH:13][C:12]=2[Cl:18])[CH3:10])[CH:7]=1.[Cl:26][C:27]1[CH:28]=[C:29](B(O)O)[CH:30]=[CH:31][C:32]=1[C:33]([O:35][CH3:36])=[O:34], predict the reaction product. The product is: [CH3:36][O:35][C:33](=[O:34])[C:32]1[CH:31]=[CH:30][C:29]([O:17][C:14]2[CH:15]=[CH:16][C:11]([CH:9]([CH3:10])[C:8]([C:6]3[CH:7]=[C:2]([Cl:1])[C:3](=[O:25])[N:4]([CH3:24])[CH:5]=3)([OH:23])[C:19]([F:21])([F:22])[F:20])=[C:12]([Cl:18])[CH:13]=2)=[CH:28][C:27]=1[Cl:26]. (2) Given the reactants [CH2:1]([C:3]1([C:18]#[N:19])[CH2:7][CH2:6][N:5](C(=O)C2C=CC(F)=CC=2)[C:4]1=[O:17])[CH3:2].C(N)CCCCCCC, predict the reaction product. The product is: [CH2:1]([C:3]1([C:18]#[N:19])[CH2:7][CH2:6][NH:5][C:4]1=[O:17])[CH3:2].